This data is from Full USPTO retrosynthesis dataset with 1.9M reactions from patents (1976-2016). The task is: Predict the reactants needed to synthesize the given product. (1) Given the product [OH:1][C:2]1[CH:3]=[CH:4][CH:5]=[C:6]2[C:11]=1[N+:10]([O-:15])=[CH:9][CH:8]=[CH:7]2, predict the reactants needed to synthesize it. The reactants are: [OH:1][C:2]1[CH:3]=[CH:4][CH:5]=[C:6]2[C:11]=1[N:10]=[CH:9][CH:8]=[CH:7]2.ClCCl.[OH:15]O. (2) The reactants are: Br[C:2]1[CH:3]=[CH:4][C:5]([C:8](=[O:10])[CH3:9])=[N:6][CH:7]=1.[CH3:11][C:12]1([CH3:28])[C:16]([CH3:18])([CH3:17])[O:15][B:14]([B:14]2[O:15][C:16]([CH3:18])([CH3:17])[C:12]([CH3:28])([CH3:11])[O:13]2)[O:13]1.C([O-])(=O)C.[K+]. Given the product [CH3:11][C:12]1([CH3:28])[C:16]([CH3:18])([CH3:17])[O:15][B:14]([C:2]2[CH:3]=[CH:4][C:5]([C:8](=[O:10])[CH3:9])=[N:6][CH:7]=2)[O:13]1, predict the reactants needed to synthesize it.